Task: Predict the reaction yield, written as a fraction of the theoretical maximum amount of product (1.0 means a 100% yield; for example, 0.34 means a 34% yield).. Dataset: Reaction yield outcomes from USPTO patents with 853,638 reactions The reactants are [CH3:1][N:2]1[CH2:7][CH:6]([C:8]2[CH:13]=[CH:12][CH:11]=[CH:10][CH:9]=2)[N:5]([C:14]2[N:19]=[CH:18][CH:17]=[CH:16][C:15]=2[CH2:20]O)[CH2:4][CH2:3]1.S(=O)(=O)(O)O.N.[OH-].[Na+]. No catalyst specified. The product is [CH3:1][N:2]1[CH2:7][CH:6]2[N:5]([C:14]3[N:19]=[CH:18][CH:17]=[CH:16][C:15]=3[CH2:20][C:9]3[CH:10]=[CH:11][CH:12]=[CH:13][C:8]=32)[CH2:4][CH2:3]1. The yield is 0.950.